From a dataset of Forward reaction prediction with 1.9M reactions from USPTO patents (1976-2016). Predict the product of the given reaction. (1) Given the reactants C(NC1C=CC(C2C=C3C(CN([C@@H](C(C)C)C(O)=O)C3=O)=CC=2)=CC=1)(=O)C1C=CC=CC=1.[F:33][C:34]1[CH:39]=[C:38]([NH:40][C:41](=[O:53])[C:42]2[CH:47]=[CH:46][C:45]([CH2:48][CH2:49][CH2:50][CH2:51][CH3:52])=[CH:44][CH:43]=2)[CH:37]=[CH:36][C:35]=1[C:54]1[CH:62]=[C:61]2[C:57]([CH2:58][N:59]([C@@H:64]([CH:69]([CH3:71])[CH3:70])[C:65]([O:67]C)=[O:66])[C:60]2=[O:63])=[CH:56][CH:55]=1, predict the reaction product. The product is: [F:33][C:34]1[CH:39]=[C:38]([NH:40][C:41](=[O:53])[C:42]2[CH:47]=[CH:46][C:45]([CH2:48][CH2:49][CH2:50][CH2:51][CH3:52])=[CH:44][CH:43]=2)[CH:37]=[CH:36][C:35]=1[C:54]1[CH:62]=[C:61]2[C:57]([CH2:58][N:59]([C@@H:64]([CH:69]([CH3:70])[CH3:71])[C:65]([OH:67])=[O:66])[C:60]2=[O:63])=[CH:56][CH:55]=1. (2) Given the reactants [CH2:1]([O:3][C:4]([C:6]1([F:12])[CH2:11][CH2:10][NH:9][CH2:8][CH2:7]1)=[O:5])[CH3:2].[C:13]1([CH3:23])[CH:18]=[CH:17][C:16]([S:19](Cl)(=[O:21])=[O:20])=[CH:15][CH:14]=1, predict the reaction product. The product is: [CH2:1]([O:3][C:4]([C:6]1([F:12])[CH2:7][CH2:8][N:9]([S:19]([C:16]2[CH:17]=[CH:18][C:13]([CH3:23])=[CH:14][CH:15]=2)(=[O:21])=[O:20])[CH2:10][CH2:11]1)=[O:5])[CH3:2]. (3) The product is: [CH3:22][N:20]1[CH:21]=[C:17]([C:14]2[CH:15]=[C:16]3[C:8]([C:6]4[N:7]=[C:2]([N:29]5[CH2:34][CH2:33][CH:32]([OH:35])[CH2:31][CH2:30]5)[CH:3]=[CH:4][CH:5]=4)=[N:9][NH:10][C:11]3=[CH:12][N:13]=2)[CH:18]=[N:19]1. Given the reactants F[C:2]1[N:7]=[C:6]([C:8]2[C:16]3[C:11](=[CH:12][N:13]=[C:14]([C:17]4[CH:18]=[N:19][N:20]([CH3:22])[CH:21]=4)[CH:15]=3)[N:10](C3CCCCO3)[N:9]=2)[CH:5]=[CH:4][CH:3]=1.[NH:29]1[CH2:34][CH2:33][CH:32]([OH:35])[CH2:31][CH2:30]1, predict the reaction product.